This data is from NCI-60 drug combinations with 297,098 pairs across 59 cell lines. The task is: Regression. Given two drug SMILES strings and cell line genomic features, predict the synergy score measuring deviation from expected non-interaction effect. (1) Cell line: LOX IMVI. Synergy scores: CSS=-5.37, Synergy_ZIP=5.11, Synergy_Bliss=5.29, Synergy_Loewe=-4.33, Synergy_HSA=-2.98. Drug 2: C1=CC=C(C(=C1)C(C2=CC=C(C=C2)Cl)C(Cl)Cl)Cl. Drug 1: CS(=O)(=O)CCNCC1=CC=C(O1)C2=CC3=C(C=C2)N=CN=C3NC4=CC(=C(C=C4)OCC5=CC(=CC=C5)F)Cl. (2) Drug 1: CC1=C(C=C(C=C1)NC2=NC=CC(=N2)N(C)C3=CC4=NN(C(=C4C=C3)C)C)S(=O)(=O)N.Cl. Drug 2: CC1=C(C(CCC1)(C)C)C=CC(=CC=CC(=CC(=O)O)C)C. Cell line: MDA-MB-435. Synergy scores: CSS=-5.22, Synergy_ZIP=2.29, Synergy_Bliss=-0.140, Synergy_Loewe=-2.92, Synergy_HSA=-4.11. (3) Drug 1: CC(C1=C(C=CC(=C1Cl)F)Cl)OC2=C(N=CC(=C2)C3=CN(N=C3)C4CCNCC4)N. Drug 2: CCCS(=O)(=O)NC1=C(C(=C(C=C1)F)C(=O)C2=CNC3=C2C=C(C=N3)C4=CC=C(C=C4)Cl)F. Cell line: EKVX. Synergy scores: CSS=3.46, Synergy_ZIP=-2.15, Synergy_Bliss=-5.57, Synergy_Loewe=-6.74, Synergy_HSA=-5.43. (4) Drug 1: C1=CC(=CC=C1C#N)C(C2=CC=C(C=C2)C#N)N3C=NC=N3. Drug 2: C1C(C(OC1N2C=NC3=C2NC=NCC3O)CO)O. Cell line: OVCAR-8. Synergy scores: CSS=1.09, Synergy_ZIP=0.499, Synergy_Bliss=-1.48, Synergy_Loewe=0.398, Synergy_HSA=-2.06. (5) Synergy scores: CSS=49.1, Synergy_ZIP=-7.35, Synergy_Bliss=-9.43, Synergy_Loewe=-14.1, Synergy_HSA=-6.38. Cell line: SK-MEL-2. Drug 2: CCC1=CC2CC(C3=C(CN(C2)C1)C4=CC=CC=C4N3)(C5=C(C=C6C(=C5)C78CCN9C7C(C=CC9)(C(C(C8N6C)(C(=O)OC)O)OC(=O)C)CC)OC)C(=O)OC.C(C(C(=O)O)O)(C(=O)O)O. Drug 1: C1=CC(=CC=C1CCC2=CNC3=C2C(=O)NC(=N3)N)C(=O)NC(CCC(=O)O)C(=O)O. (6) Drug 1: C1=CN(C(=O)N=C1N)C2C(C(C(O2)CO)O)O.Cl. Drug 2: CC1C(C(CC(O1)OC2CC(OC(C2O)C)OC3=CC4=CC5=C(C(=O)C(C(C5)C(C(=O)C(C(C)O)O)OC)OC6CC(C(C(O6)C)O)OC7CC(C(C(O7)C)O)OC8CC(C(C(O8)C)O)(C)O)C(=C4C(=C3C)O)O)O)O. Cell line: MDA-MB-435. Synergy scores: CSS=54.2, Synergy_ZIP=-2.47, Synergy_Bliss=-0.240, Synergy_Loewe=-1.18, Synergy_HSA=-0.787.